The task is: Regression. Given two drug SMILES strings and cell line genomic features, predict the synergy score measuring deviation from expected non-interaction effect.. This data is from NCI-60 drug combinations with 297,098 pairs across 59 cell lines. (1) Drug 1: CC1C(C(=O)NC(C(=O)N2CCCC2C(=O)N(CC(=O)N(C(C(=O)O1)C(C)C)C)C)C(C)C)NC(=O)C3=C4C(=C(C=C3)C)OC5=C(C(=O)C(=C(C5=N4)C(=O)NC6C(OC(=O)C(N(C(=O)CN(C(=O)C7CCCN7C(=O)C(NC6=O)C(C)C)C)C)C(C)C)C)N)C. Drug 2: COCCOC1=C(C=C2C(=C1)C(=NC=N2)NC3=CC=CC(=C3)C#C)OCCOC.Cl. Cell line: NCI-H460. Synergy scores: CSS=38.5, Synergy_ZIP=2.79, Synergy_Bliss=3.32, Synergy_Loewe=-24.8, Synergy_HSA=-0.194. (2) Drug 1: CN(C)C1=NC(=NC(=N1)N(C)C)N(C)C. Drug 2: CC1C(C(CC(O1)OC2CC(CC3=C2C(=C4C(=C3O)C(=O)C5=CC=CC=C5C4=O)O)(C(=O)C)O)N)O. Cell line: NCI/ADR-RES. Synergy scores: CSS=14.7, Synergy_ZIP=-7.87, Synergy_Bliss=-3.36, Synergy_Loewe=-23.8, Synergy_HSA=-2.17. (3) Drug 2: C(CN)CNCCSP(=O)(O)O. Synergy scores: CSS=5.52, Synergy_ZIP=-1.54, Synergy_Bliss=-0.778, Synergy_Loewe=3.02, Synergy_HSA=0.206. Cell line: UO-31. Drug 1: CCC1=CC2CC(C3=C(CN(C2)C1)C4=CC=CC=C4N3)(C5=C(C=C6C(=C5)C78CCN9C7C(C=CC9)(C(C(C8N6C)(C(=O)OC)O)OC(=O)C)CC)OC)C(=O)OC.C(C(C(=O)O)O)(C(=O)O)O.